From a dataset of Reaction yield outcomes from USPTO patents with 853,638 reactions. Predict the reaction yield, written as a fraction of the theoretical maximum amount of product (1.0 means a 100% yield; for example, 0.34 means a 34% yield). The reactants are [C:1]([C:4]1[CH:21]=[CH:20][C:7]2[CH2:8][CH2:9][N:10]([C:13]([O:15][C:16]([CH3:19])([CH3:18])[CH3:17])=[O:14])[CH2:11][CH2:12][C:6]=2[CH:5]=1)(=O)[CH3:2].Cl.[NH2:23][OH:24]. The yield is 0.660. The product is [C:16]([O:15][C:13]([N:10]1[CH2:11][CH2:12][C:6]2[CH:5]=[C:4]([C:1](=[N:23][OH:24])[CH3:2])[CH:21]=[CH:20][C:7]=2[CH2:8][CH2:9]1)=[O:14])([CH3:19])([CH3:18])[CH3:17]. The catalyst is N1C=CC=CC=1.